Dataset: Orexin1 receptor HTS with 218,158 compounds and 233 confirmed actives. Task: Binary Classification. Given a drug SMILES string, predict its activity (active/inactive) in a high-throughput screening assay against a specified biological target. (1) The drug is OC1(C(CC(=O)CC1C)(C)C)\C=C\C(OC1OC(C(O)C(O)C1O)CO)C. The result is 0 (inactive). (2) The compound is Fc1cc(/C=C\C(OCC(=O)N2CCCc3c2cccc3)=O)ccc1. The result is 0 (inactive). (3) The drug is O=C(NC(C)(C)C)c1cc(NC(=O)C)cc(NC(=O)C)c1. The result is 0 (inactive). (4) The drug is FC(F)(F)c1cc(C2N=C(N(C(=C2C(OC)=O)C)Cc2ccccc2)NCCOC)ccc1. The result is 0 (inactive). (5) The compound is s1c(C(=O)N2N=C(CC2c2c(O)cccc2)c2ccc(OC)cc2)ccc1. The result is 0 (inactive). (6) The drug is O1C(=O)C2(C(C(N3N=Cc4c(C23)cccc4)C(=O)C(C)(C)C)c2ccc(OC)cc2)C(OC1(C)C)=O. The result is 0 (inactive). (7) The result is 0 (inactive). The molecule is S(c1n(c(nn1)Cc1ccccc1)Cc1occc1)CC(=O)N(C)C.